The task is: Regression. Given two drug SMILES strings and cell line genomic features, predict the synergy score measuring deviation from expected non-interaction effect.. This data is from NCI-60 drug combinations with 297,098 pairs across 59 cell lines. (1) Drug 1: CC12CCC(CC1=CCC3C2CCC4(C3CC=C4C5=CN=CC=C5)C)O. Drug 2: CC1CCCC2(C(O2)CC(NC(=O)CC(C(C(=O)C(C1O)C)(C)C)O)C(=CC3=CSC(=N3)C)C)C. Cell line: CCRF-CEM. Synergy scores: CSS=10.4, Synergy_ZIP=-0.874, Synergy_Bliss=3.37, Synergy_Loewe=-0.423, Synergy_HSA=-0.214. (2) Drug 1: N.N.Cl[Pt+2]Cl. Drug 2: CC1C(C(CC(O1)OC2CC(CC3=C2C(=C4C(=C3O)C(=O)C5=C(C4=O)C(=CC=C5)OC)O)(C(=O)CO)O)N)O.Cl. Cell line: A549. Synergy scores: CSS=34.8, Synergy_ZIP=0.761, Synergy_Bliss=-1.88, Synergy_Loewe=-28.0, Synergy_HSA=-0.818. (3) Drug 1: CC1=CC=C(C=C1)C2=CC(=NN2C3=CC=C(C=C3)S(=O)(=O)N)C(F)(F)F. Drug 2: C1=CC=C(C(=C1)C(C2=CC=C(C=C2)Cl)C(Cl)Cl)Cl. Cell line: SNB-19. Synergy scores: CSS=0.519, Synergy_ZIP=1.18, Synergy_Bliss=2.76, Synergy_Loewe=-0.398, Synergy_HSA=-0.203.